Dataset: Catalyst prediction with 721,799 reactions and 888 catalyst types from USPTO. Task: Predict which catalyst facilitates the given reaction. (1) Reactant: [Cl:1][C:2]1[CH:21]=[CH:20][C:5]([CH:6]([N:14]2[CH2:19][CH2:18][NH:17][CH2:16][CH2:15]2)[C:7]2[CH:12]=[CH:11][C:10]([Cl:13])=[CH:9][CH:8]=2)=[CH:4][CH:3]=1.C(N(CC)CC)C.[F:29][C:30]1[CH:38]=[CH:37][CH:36]=[CH:35][C:31]=1[C:32](Cl)=[O:33]. Product: [Cl:1][C:2]1[CH:21]=[CH:20][C:5]([CH:6]([C:7]2[CH:8]=[CH:9][C:10]([Cl:13])=[CH:11][CH:12]=2)[N:14]2[CH2:15][CH2:16][N:17]([C:32]([C:31]3[CH:35]=[CH:36][CH:37]=[CH:38][C:30]=3[F:29])=[O:33])[CH2:18][CH2:19]2)=[CH:4][CH:3]=1. The catalyst class is: 864. (2) Reactant: [CH:1]1([CH2:4][O:5][C:6](=[O:24])[CH:7]([C:12]2[CH:17]=[CH:16][C:15]([NH2:18])=[C:14]([O:19][CH2:20][CH:21]3[CH2:23][CH2:22]3)[CH:13]=2)[CH2:8][CH:9]([CH3:11])[CH3:10])[CH2:3][CH2:2]1.[Cl:25]N1C(=O)CCC1=O.C(=O)([O-])[O-].[K+].[K+]. Product: [CH:1]1([CH2:4][O:5][C:6](=[O:24])[CH:7]([C:12]2[CH:13]=[C:14]([O:19][CH2:20][CH:21]3[CH2:23][CH2:22]3)[C:15]([NH2:18])=[C:16]([Cl:25])[CH:17]=2)[CH2:8][CH:9]([CH3:11])[CH3:10])[CH2:3][CH2:2]1. The catalyst class is: 22. (3) Reactant: [Si:1]([O:18][C@H:19]1[CH2:24][CH2:23][C@H:22]([C:25]([NH:27][C:28]2[CH:33]=[CH:32][C:31]([OH:34])=[CH:30][C:29]=2O)=[O:26])[CH2:21][CH2:20]1)([C:14]([CH3:17])([CH3:16])[CH3:15])([C:8]1[CH:13]=[CH:12][CH:11]=[CH:10][CH:9]=1)[C:2]1[CH:7]=[CH:6][CH:5]=[CH:4][CH:3]=1.N(C(OC(C)C)=O)=NC(OC(C)C)=O.[C:67]1(P([C:63]2[CH:68]=[CH:67][CH:66]=CC=2)[C:67]2[CH:66]=CC=[CH:63][CH:68]=2)[CH:66]=CC=[CH:63][CH:68]=1. Product: [Si:1]([O:18][C@H:19]1[CH2:24][CH2:23][C@H:22]([C:25]2[O:26][C:29]3[CH:30]=[C:31]([O:34][CH2:66][CH:67]4[CH2:63][CH2:68]4)[CH:32]=[CH:33][C:28]=3[N:27]=2)[CH2:21][CH2:20]1)([C:14]([CH3:17])([CH3:16])[CH3:15])([C:8]1[CH:13]=[CH:12][CH:11]=[CH:10][CH:9]=1)[C:2]1[CH:3]=[CH:4][CH:5]=[CH:6][CH:7]=1. The catalyst class is: 247.